Dataset: Forward reaction prediction with 1.9M reactions from USPTO patents (1976-2016). Task: Predict the product of the given reaction. (1) Given the reactants [OH-:1].[Mg+2:2].[OH-].[Si:4]([OH:8])([OH:7])([OH:6])[OH:5], predict the reaction product. The product is: [Si:4]([O-:8])([O-:7])([O-:6])[O-:5].[Mg+2:2].[Mg+2:2].[OH-:1].[Mg+2:2].[OH-:5]. (2) Given the reactants [F:1][C:2]1[CH:7]=[CH:6][CH:5]=[C:4]([F:8])[C:3]=1[N:9]1[C:14]2[N:15]=[C:16](S(C)(=O)=O)[N:17]=[C:18]([C:19]3[CH:24]=[CH:23][C:22]([F:25])=[CH:21][C:20]=3[CH3:26])[C:13]=2[CH:12]=[CH:11][C:10]1=[O:31].[CH3:32][C:33]1[NH:34][C:35](NC)=[N:36][N:37]=1.[CH3:40][N:41]1C(=O)CCC1, predict the reaction product. The product is: [F:1][C:2]1[CH:7]=[CH:6][CH:5]=[C:4]([F:8])[C:3]=1[N:9]1[C:14]2[N:15]=[C:16]([NH:41][CH2:40][C:35]3[NH:34][C:33]([CH3:32])=[N:37][N:36]=3)[N:17]=[C:18]([C:19]3[CH:24]=[CH:23][C:22]([F:25])=[CH:21][C:20]=3[CH3:26])[C:13]=2[CH:12]=[CH:11][C:10]1=[O:31]. (3) Given the reactants [CH3:1][O:2][C:3](=[O:23])[C@@H:4]([NH:15][C:16]([O:18][C:19]([CH3:22])([CH3:21])[CH3:20])=[O:17])[CH2:5][C:6]1[CH:11]=[CH:10][C:9]([N+:12]([O-])=O)=[CH:8][CH:7]=1.[Cl-].[NH4+].CO, predict the reaction product. The product is: [CH3:1][O:2][C:3](=[O:23])[C@@H:4]([NH:15][C:16]([O:18][C:19]([CH3:21])([CH3:20])[CH3:22])=[O:17])[CH2:5][C:6]1[CH:11]=[CH:10][C:9]([NH2:12])=[CH:8][CH:7]=1.